This data is from Reaction yield outcomes from USPTO patents with 853,638 reactions. The task is: Predict the reaction yield, written as a fraction of the theoretical maximum amount of product (1.0 means a 100% yield; for example, 0.34 means a 34% yield). (1) The reactants are [I:1]Cl.[O:3]1[C:7]2[CH:8]=[CH:9][C:10]([NH:12][C:13](=[O:15])[CH3:14])=[CH:11][C:6]=2[O:5][CH2:4]1. The catalyst is C(Cl)Cl.C(O)(=O)C. The product is [I:1][C:9]1[C:10]([NH:12][C:13](=[O:15])[CH3:14])=[CH:11][C:6]2[O:5][CH2:4][O:3][C:7]=2[CH:8]=1. The yield is 0.220. (2) The reactants are [Cl:1]N1C(=O)CCC1=O.[N+:9]([C:12]1[CH:13]=[C:14]2[C:18](=[CH:19][CH:20]=1)[NH:17][CH:16]=[CH:15]2)([O-:11])=[O:10].O. The catalyst is CN(C=O)C. The product is [Cl:1][C:15]1[C:14]2[C:18](=[CH:19][CH:20]=[C:12]([N+:9]([O-:11])=[O:10])[CH:13]=2)[NH:17][CH:16]=1. The yield is 0.990. (3) The reactants are Br[CH2:2][C:3]1[CH:10]=[CH:9][C:6]([CH:7]=[O:8])=[CH:5][C:4]=1[Cl:11].[C:12]1(=[O:22])[NH:16][C:15](=[O:17])[C:14]2=[CH:18][CH:19]=[CH:20][CH:21]=[C:13]12.[K]. The catalyst is CN(C=O)C.O. The product is [Cl:11][C:4]1[CH:5]=[C:6]([CH:9]=[CH:10][C:3]=1[CH2:2][N:16]1[C:12](=[O:22])[C:13]2[C:14](=[CH:18][CH:19]=[CH:20][CH:21]=2)[C:15]1=[O:17])[CH:7]=[O:8]. The yield is 0.600. (4) The reactants are Cl[C:2]1[CH:11]=[CH:10][C:9]2[C:4](=[CH:5][CH:6]=[C:7]([Cl:12])[CH:8]=2)[N:3]=1.[N:13]1([C:19]([O:21][C:22]([CH3:25])([CH3:24])[CH3:23])=[O:20])[CH2:18][CH2:17][NH:16][CH2:15][CH2:14]1.C(=O)([O-])[O-].[K+].[K+]. The catalyst is CN(C=O)C. The product is [Cl:12][C:7]1[CH:8]=[C:9]2[C:4](=[CH:5][CH:6]=1)[N:3]=[C:2]([N:16]1[CH2:15][CH2:14][N:13]([C:19]([O:21][C:22]([CH3:25])([CH3:24])[CH3:23])=[O:20])[CH2:18][CH2:17]1)[CH:11]=[CH:10]2. The yield is 0.610. (5) The reactants are Br[C:2]1[N:7]=[CH:6][C:5]([C:8]2[N:17]([C:18]3[CH:23]=[CH:22][C:21]([CH:24]([CH2:26][CH3:27])[CH3:25])=[CH:20][CH:19]=3)[C:16](=[O:28])[C:15]3[C:10](=[CH:11][CH:12]=[CH:13][CH:14]=3)[N:9]=2)=[CH:4][CH:3]=1.CC([O-])(C)C.[Na+].[CH2:35]([NH:37][CH2:38][CH3:39])[CH3:36]. The catalyst is C1(C)C=CC=CC=1.CC([O-])=O.CC([O-])=O.[Pd+2].C1C=CC(P(C2C=CC=CC=2)[C-]2C=CC=C2)=CC=1.C1C=CC(P(C2C=CC=CC=2)[C-]2C=CC=C2)=CC=1.[Fe+2]. The product is [CH:24]([C:21]1[CH:22]=[CH:23][C:18]([N:17]2[C:16](=[O:28])[C:15]3[C:10](=[CH:11][CH:12]=[CH:13][CH:14]=3)[N:9]=[C:8]2[C:5]2[CH:6]=[N:7][C:2]([N:37]([CH2:38][CH3:39])[CH2:35][CH3:36])=[CH:3][CH:4]=2)=[CH:19][CH:20]=1)([CH2:26][CH3:27])[CH3:25]. The yield is 0.370.